Dataset: Reaction yield outcomes from USPTO patents with 853,638 reactions. Task: Predict the reaction yield, written as a fraction of the theoretical maximum amount of product (1.0 means a 100% yield; for example, 0.34 means a 34% yield). (1) The product is [O:20]1[CH2:25][CH2:24][CH2:23][CH2:22][CH:21]1[O:26][C:27]1[CH:32]=[CH:31][C:30]([C:33]([F:34])([F:35])[F:36])=[CH:29][C:28]=1[C:40](=[O:43])[CH2:41][CH3:42]. The reactants are CN(C)CCN(C)C.C([Li])CCC.CCCCCC.[O:20]1[CH2:25][CH2:24][CH2:23][CH2:22][CH:21]1[O:26][C:27]1[CH:32]=[CH:31][C:30]([C:33]([F:36])([F:35])[F:34])=[CH:29][CH:28]=1.CON(C)[C:40](=[O:43])[CH2:41][CH3:42].Cl. The catalyst is O. The yield is 0.623. (2) The reactants are O[C:2]1([C:15]2[CH:20]=[CH:19][CH:18]=[CH:17][CH:16]=2)[N:7]([CH2:8][CH:9]([CH3:11])[CH3:10])[C:6](=[O:12])[CH2:5][C:4]([CH3:14])([CH3:13])[CH2:3]1.C1(C)C=CC(S(O)(=O)=O)=CC=1. The catalyst is C1(C)C=CC=CC=1.C(OCC)C. The product is [CH2:8]([N:7]1[C:2]([C:15]2[CH:20]=[CH:19][CH:18]=[CH:17][CH:16]=2)=[CH:3][C:4]([CH3:13])([CH3:14])[CH2:5][C:6]1=[O:12])[CH:9]([CH3:11])[CH3:10]. The yield is 0.930. (3) The reactants are [CH3:1][O:2][C:3]([C:5]1[CH:6]=[CH:7][CH:8]=[C:9]2[C:13]=1[NH:12][N:11]=[CH:10]2)=[O:4].[CH3:14]I. No catalyst specified. The product is [CH3:1][O:2][C:3]([C:5]1[CH:6]=[CH:7][CH:8]=[C:9]2[C:13]=1[N:12]([CH3:14])[N:11]=[CH:10]2)=[O:4]. The yield is 0.380. (4) The reactants are [CH:1]1([NH:4][C:5](=[O:40])[C:6]2[CH:11]=[CH:10][C:9]([C:12]3[N:16]4[N:17]=[C:18]([C:28](=[O:38])[C:29]5[CH:34]=[CH:33][CH:32]=[C:31]([F:35])[C:30]=5[O:36][CH3:37])[CH:19]=[C:20]([NH:21][CH2:22][CH2:23][C:24]([F:27])([F:26])[F:25])[C:15]4=[N:14][CH:13]=3)=[CH:8][C:7]=2[CH3:39])[CH2:3][CH2:2]1.[CH3:41][Li].O. The catalyst is O1CCCC1. The product is [CH:1]1([NH:4][C:5](=[O:40])[C:6]2[CH:11]=[CH:10][C:9]([C:12]3[N:16]4[N:17]=[C:18]([C:28]([C:29]5[CH:34]=[CH:33][CH:32]=[C:31]([F:35])[C:30]=5[O:36][CH3:37])([OH:38])[CH3:41])[CH:19]=[C:20]([NH:21][CH2:22][CH2:23][C:24]([F:27])([F:25])[F:26])[C:15]4=[N:14][CH:13]=3)=[CH:8][C:7]=2[CH3:39])[CH2:2][CH2:3]1. The yield is 0.560. (5) The reactants are CO[C:3]([C:5]1[C:10]([OH:11])=[C:9]([NH:12][C:13](=[O:15])[CH3:14])[CH:8]=[C:7]([CH:16]2[CH2:20][CH2:19][CH2:18][O:17]2)[N:6]=1)=[O:4].[F:21][C:22]1[CH:29]=[CH:28][C:25]([CH2:26][NH2:27])=[CH:24][CH:23]=1. The catalyst is C1(C)C=CC=CC=1. The product is [F:21][C:22]1[CH:29]=[CH:28][C:25]([CH2:26][NH:27][C:3]([C:5]2[C:10]([OH:11])=[C:9]([NH:12][C:13](=[O:15])[CH3:14])[CH:8]=[C:7]([CH:16]3[CH2:20][CH2:19][CH2:18][O:17]3)[N:6]=2)=[O:4])=[CH:24][CH:23]=1. The yield is 0.630. (6) The reactants are [CH2:1]([C@@:8]1([O:14][C@H:13]([CH2:15][O:16][C:17](=[O:22])[C:18]([CH3:21])([CH3:20])[CH3:19])[C:12](=[CH2:23])[C@@:10]1([CH2:24][O:25][CH3:26])[OH:11])[OH:9])[C:2]1[CH:7]=[CH:6][CH:5]=[CH:4][CH:3]=1.C12BC(CCC1)CCC2.[OH-:36].[Na+].OO. The catalyst is C1COCC1.C(OCC)(=O)C. The product is [CH2:1]([C@@:8]1([O:14][C@H:13]([CH2:15][O:16][C:17](=[O:22])[C:18]([CH3:21])([CH3:20])[CH3:19])[C@H:12]([CH2:23][OH:36])[C@@:10]1([CH2:24][O:25][CH3:26])[OH:11])[OH:9])[C:2]1[CH:3]=[CH:4][CH:5]=[CH:6][CH:7]=1. The yield is 0.850. (7) The reactants are [NH2:1][C:2]1[CH:9]=[CH:8][CH:7]=[CH:6][C:3]=1[CH2:4][NH2:5].[N:10]1[C:19]2[C:18](=O)[CH2:17][CH2:16][CH2:15][C:14]=2[CH:13]=[CH:12][CH:11]=1.[BH-](OC(C)=O)(OC(C)=O)OC(C)=O.[Na+]. The catalyst is C(Cl)Cl. The product is [N:10]1[C:19]2[CH:18]([NH:5][CH2:4][C:3]3[CH:6]=[CH:7][CH:8]=[CH:9][C:2]=3[NH2:1])[CH2:17][CH2:16][CH2:15][C:14]=2[CH:13]=[CH:12][CH:11]=1. The yield is 0.520.